From a dataset of Reaction yield outcomes from USPTO patents with 853,638 reactions. Predict the reaction yield, written as a fraction of the theoretical maximum amount of product (1.0 means a 100% yield; for example, 0.34 means a 34% yield). The reactants are FC1C=CC=C(OC)C=1[C:10]1[CH:15]=[CH:14][N:13]=[CH:12][C:11]=1[N:16](CC(F)(F)F)C(=O)C1C=C(C(F)(F)F)C=C(S(C)(=O)=O)C=1.[F:38][C:39]([F:51])([F:50])[O:40][C:41]1[CH:46]=[CH:45][CH:44]=[CH:43][C:42]=1B(O)O.[C:52]([O-:55])([O-])=[O:53].[Na+].[Na+].C1(P([C:71]2[CH:76]=[CH:75]C=CC=2)C2C=CC=CC=2)C=CC=CC=1.[C:77]([O-])(O)=O.[Na+]. The catalyst is COCCOC.CC([O-])=O.CC([O-])=O.[Pd+2].CCOC(C)=O. The product is [C:76]([O:55][C:52](=[O:53])[NH:16][C:11]1[CH:12]=[N:13][CH:14]=[CH:15][C:10]=1[C:42]1[CH:43]=[CH:44][CH:45]=[CH:46][C:41]=1[O:40][C:39]([F:51])([F:50])[F:38])([CH3:75])([CH3:71])[CH3:77]. The yield is 0.800.